From a dataset of Forward reaction prediction with 1.9M reactions from USPTO patents (1976-2016). Predict the product of the given reaction. (1) The product is: [Cl:1][C:2]1[CH:10]=[CH:9][C:8]([O:11][CH3:12])=[CH:7][C:3]=1[C:4]([Cl:15])=[O:5]. Given the reactants [Cl:1][C:2]1[CH:10]=[CH:9][C:8]([O:11][CH3:12])=[CH:7][C:3]=1[C:4](O)=[O:5].S(Cl)([Cl:15])=O, predict the reaction product. (2) Given the reactants [C:1]([CH:3]([C:9]1[CH:14]=[CH:13][CH:12]=[CH:11][CH:10]=1)[C:4]([O:6][CH2:7][CH3:8])=[O:5])#[N:2].[N:15]([C:23]([O:25][CH:26]([CH3:28])[CH3:27])=[O:24])=[N:16][C:17]([O:19][CH:20]([CH3:22])[CH3:21])=[O:18], predict the reaction product. The product is: [CH:20]([O:19][C:17]([N:16]([C@:3]([C:1]#[N:2])([C:9]1[CH:14]=[CH:13][CH:12]=[CH:11][CH:10]=1)[C:4]([O:6][CH2:7][CH3:8])=[O:5])[NH:15][C:23]([O:25][CH:26]([CH3:28])[CH3:27])=[O:24])=[O:18])([CH3:22])[CH3:21]. (3) Given the reactants C[O:2][C:3]([C:5]1[CH:10]=[CH:9][N:8]2[CH:11]=[N:12][CH:13]=[C:7]2[C:6]=1[NH:14][C:15]1[CH:20]=[CH:19][C:18]([CH:21]2[CH2:24][CH2:23][CH2:22]2)=[CH:17][C:16]=1[F:25])=[O:4].[OH-].[Na+], predict the reaction product. The product is: [CH:21]1([C:18]2[CH:19]=[CH:20][C:15]([NH:14][C:6]3[C:7]4[N:8]([CH:11]=[N:12][CH:13]=4)[CH:9]=[CH:10][C:5]=3[C:3]([OH:4])=[O:2])=[C:16]([F:25])[CH:17]=2)[CH2:22][CH2:23][CH2:24]1. (4) Given the reactants [H-].[Na+].[C:3]([O:7][C:8]([N:10]1[CH2:14][CH2:13][CH2:12][CH:11]1[CH:15]=O)=[O:9])([CH3:6])([CH3:5])[CH3:4].CCCCCC.[CH3:23][CH2:24][O:25][C:26]([CH3:28])=[O:27], predict the reaction product. The product is: [C:3]([O:7][C:8]([N:10]1[CH2:14][CH2:13][CH2:12][CH:11]1[CH:15]=[CH:28][C:26]([O:25][CH2:24][CH3:23])=[O:27])=[O:9])([CH3:4])([CH3:5])[CH3:6]. (5) Given the reactants [F:1][C:2]1[CH:3]=[C:4]2[C:9](=[C:10]([OH:12])[CH:11]=1)[N:8]=[C:7]([CH3:13])[CH:6]=[CH:5]2.I[CH:15]([CH3:17])[CH3:16].C([O-])([O-])=O.[K+].[K+].O, predict the reaction product. The product is: [F:1][C:2]1[CH:3]=[C:4]2[C:9](=[C:10]([O:12][CH:15]([CH3:17])[CH3:16])[CH:11]=1)[N:8]=[C:7]([CH3:13])[CH:6]=[CH:5]2. (6) Given the reactants [OH:1][CH2:2][C:3]([OH:5])=O.O.OC1C2N=NNC=2C=CC=1.Cl.C(N=C=NCCCN(C)C)C.FC(F)(F)C(O)=O.[N:36]1([C:42]2[N:50]=[C:49]([C:51]3[CH:52]=[N:53][C:54]([NH2:57])=[N:55][CH:56]=3)[N:48]=[C:47]3[C:43]=2[N:44]=[C:45]([N:63]2[CH2:68][CH2:67][NH:66][CH2:65][CH2:64]2)[N:46]3[CH2:58][C:59]([F:62])([F:61])[F:60])[CH2:41][CH2:40][O:39][CH2:38][CH2:37]1, predict the reaction product. The product is: [NH2:57][C:54]1[N:55]=[CH:56][C:51]([C:49]2[N:48]=[C:47]3[C:43]([N:44]=[C:45]([N:63]4[CH2:68][CH2:67][N:66]([C:3](=[O:5])[CH2:2][OH:1])[CH2:65][CH2:64]4)[N:46]3[CH2:58][C:59]([F:60])([F:62])[F:61])=[C:42]([N:36]3[CH2:37][CH2:38][O:39][CH2:40][CH2:41]3)[N:50]=2)=[CH:52][N:53]=1. (7) Given the reactants [O:1]=[C:2]1[NH:7][C:6]([CH2:8][N:9]2C(=O)C3C(=CC=CC=3)C2=O)=[N:5][C:4]2[N:20]=[CH:21][CH:22]=[CH:23][C:3]1=2.O.NN.C(=O)([O-])[O-].[Na+].[Na+].O, predict the reaction product. The product is: [NH2:9][CH2:8][C:6]1[NH:7][C:2](=[O:1])[C:3]2[CH:23]=[CH:22][CH:21]=[N:20][C:4]=2[N:5]=1. (8) Given the reactants [CH2:1]([O:8][C:9]1[C:14]([CH2:15][N:16]2[CH2:25][CH2:24][C:23]3[C:18](=[C:19]([Cl:28])[C:20](Br)=[CH:21][C:22]=3[Cl:26])[C:17]2=[O:29])=[C:13]([O:30][CH3:31])[CH:12]=[C:11]([CH3:32])[N:10]=1)[C:2]1[CH:7]=[CH:6][CH:5]=[CH:4][CH:3]=1.[Cl-].[Li+].[CH:35]([Mg]Cl)(C)C.CON(C)[C:43]([CH:45]1[CH2:48][N:47]([C:49]([O:51][C:52]([CH3:55])([CH3:54])[CH3:53])=[O:50])[CH2:46]1)=[O:44], predict the reaction product. The product is: [CH2:1]([O:8][C:9]1[C:14]([CH2:15][N:16]2[CH2:25][CH2:24][C:23]3[C:18](=[C:19]([Cl:28])[C:20]([C:43]([CH:45]4[CH2:46][N:47]([C:49]([O:51][C:52]([CH3:53])([CH3:54])[CH3:55])=[O:50])[CH2:48]4)([OH:44])[CH3:35])=[CH:21][C:22]=3[Cl:26])[C:17]2=[O:29])=[C:13]([O:30][CH3:31])[CH:12]=[C:11]([CH3:32])[N:10]=1)[C:2]1[CH:7]=[CH:6][CH:5]=[CH:4][CH:3]=1. (9) The product is: [F:12][C:13]1[C:14]([OH:32])=[CH:15][CH:16]=[C:17]2[C:21]=1[C:20](=[O:22])[N:19]([CH2:23][C@H:24]1[CH2:29][CH2:28][C@H:27]([CH:30]=[O:31])[CH2:26][CH2:25]1)[CH2:18]2. Given the reactants [Cr](Cl)([O-])(=O)=O.[NH+]1C=CC=CC=1.[F:12][C:13]1[C:14]([OH:32])=[CH:15][CH:16]=[C:17]2[C:21]=1[C:20](=[O:22])[N:19]([CH2:23][C@H:24]1[CH2:29][CH2:28][C@H:27]([CH2:30][OH:31])[CH2:26][CH2:25]1)[CH2:18]2.CCOCC, predict the reaction product. (10) Given the reactants [Li]CCCC.[CH2:6]([S:16]([CH2:19]/[CH:20]=[C:21](\[CH2:23][CH2:24][CH:25]=[C:26]([CH3:28])[CH3:27])/[CH3:22])(=[O:18])=[O:17])/[CH:7]=[C:8](\[CH2:10][CH2:11][CH:12]=C(C)C)/C.CN1CCCN(C)C1=O.[Si:38]([O:55][CH2:56]/[CH:57]=[C:58](/[CH3:66])\[CH2:59][CH2:60]/[CH:61]=[C:62](/[CH3:65])\[CH2:63]Cl)([C:51]([CH3:54])([CH3:53])[CH3:52])([C:45]1[CH:50]=[CH:49][CH:48]=[CH:47][CH:46]=1)[C:39]1[CH:44]=[CH:43][CH:42]=[CH:41][CH:40]=1, predict the reaction product. The product is: [Si:38]([O:55][CH2:56]/[CH:57]=[C:58](/[CH3:66])\[CH2:59][CH2:60]/[CH:61]=[C:62](/[CH3:65])\[CH2:63][CH:19]([S:16]([C:6]1[CH:7]=[CH:8][CH:10]=[CH:11][CH:12]=1)(=[O:17])=[O:18])/[CH:20]=[C:21](/[CH3:22])\[CH2:23][CH2:24][CH:25]=[C:26]([CH3:27])[CH3:28])([C:51]([CH3:52])([CH3:53])[CH3:54])([C:45]1[CH:46]=[CH:47][CH:48]=[CH:49][CH:50]=1)[C:39]1[CH:44]=[CH:43][CH:42]=[CH:41][CH:40]=1.